From a dataset of Forward reaction prediction with 1.9M reactions from USPTO patents (1976-2016). Predict the product of the given reaction. (1) Given the reactants [Cl:1][C:2]1[CH:3]=[C:4]([C:8]#[C:9][C:10]2[N:11]=[C:12]([CH3:15])[NH:13][CH:14]=2)[CH:5]=[CH:6][CH:7]=1.[F:16][C:17]1[CH:18]=[N:19][CH:20]=[C:21](F)[CH:22]=1, predict the reaction product. The product is: [Cl:1][C:2]1[CH:3]=[C:4]([C:8]#[C:9][C:10]2[N:11]=[C:12]([CH3:15])[N:13]([C:21]3[CH:20]=[N:19][CH:18]=[C:17]([F:16])[CH:22]=3)[CH:14]=2)[CH:5]=[CH:6][CH:7]=1. (2) Given the reactants C([O:3][C:4]([CH:6]1[CH2:11][CH2:10][N:9]([C:12]([O:14][CH2:15][C:16]2[CH:21]=[CH:20][CH:19]=[CH:18][CH:17]=2)=[O:13])[CH2:8][CH2:7]1)=O)C.[H-].C([Al+]CC(C)C)C(C)C, predict the reaction product. The product is: [CH2:15]([O:14][C:12]([N:9]1[CH2:10][CH2:11][CH:6]([CH2:4][OH:3])[CH2:7][CH2:8]1)=[O:13])[C:16]1[CH:21]=[CH:20][CH:19]=[CH:18][CH:17]=1. (3) Given the reactants [F:1][C:2]1[CH:8]=[CH:7][C:5]([NH2:6])=[CH:4][C:3]=1[N+:9]([O-:11])=[O:10].O1CCOCC1.[Cl:18][C:19]1[CH:27]=[C:26]([F:28])[CH:25]=[CH:24][C:20]=1[C:21](Cl)=[O:22], predict the reaction product. The product is: [Cl:18][C:19]1[CH:27]=[C:26]([F:28])[CH:25]=[CH:24][C:20]=1[C:21]([NH:6][C:5]1[CH:7]=[CH:8][C:2]([F:1])=[C:3]([N+:9]([O-:11])=[O:10])[CH:4]=1)=[O:22]. (4) Given the reactants [CH3:1][C:2]1[CH:7]=[CH:6][C:5]([C:8]2[N:17]=[C:16]([C:18]([OH:20])=O)[C:15]3[C:10](=[CH:11][CH:12]=[CH:13][CH:14]=3)[N:9]=2)=[CH:4][CH:3]=1.Cl.[OH:22][C:23]1[C:32]([N:33]([CH3:35])[CH3:34])=[CH:31][CH:30]=[C:29]2[C:24]=1[CH2:25][CH2:26][NH:27][CH2:28]2, predict the reaction product. The product is: [CH3:1][C:2]1[CH:7]=[CH:6][C:5]([C:8]2[N:17]=[C:16]([C:18]([N:27]3[CH2:26][CH2:25][C:24]4[C:29](=[CH:30][CH:31]=[C:32]([N:33]([CH3:35])[CH3:34])[C:23]=4[OH:22])[CH2:28]3)=[O:20])[C:15]3[C:10](=[CH:11][CH:12]=[CH:13][CH:14]=3)[N:9]=2)=[CH:4][CH:3]=1. (5) Given the reactants C([O:4][C:5]1[CH:14]=[C:13]2[C:8]([C:9]([CH3:16])=[CH:10][C:11](=[O:15])[O:12]2)=[CH:7][CH:6]=1)C=C.C(N(CC)[C:20]1[CH:25]=CC=C[CH:21]=1)C, predict the reaction product. The product is: [CH2:25]([C:14]1[C:5]([OH:4])=[CH:6][CH:7]=[C:8]2[C:13]=1[O:12][C:11](=[O:15])[CH:10]=[C:9]2[CH3:16])[CH:20]=[CH2:21]. (6) Given the reactants [C:1]1([CH2:7][CH2:8][CH:9]([OH:15])[C:10]([CH3:14])=[CH:11][CH2:12][CH3:13])[CH:6]=[CH:5][CH:4]=[CH:3][CH:2]=1.CC(C)[O-].[Al+3].CC(C)[O-].CC(C)[O-].CC(C)=O, predict the reaction product. The product is: [C:1]1([CH2:7][CH2:8][C:9](=[O:15])[C:10]([CH3:14])=[CH:11][CH2:12][CH3:13])[CH:6]=[CH:5][CH:4]=[CH:3][CH:2]=1. (7) The product is: [CH3:1][N:2]1[C:6]2[CH:7]=[CH:8][CH:9]=[CH:10][C:5]=2[N:4]([CH2:22][C:23]2[CH:28]=[CH:27][CH:26]=[C:25]([C:29]([F:30])([F:31])[F:32])[CH:24]=2)[C:3]1=[N:11][S:12]([C:15]1[CH:20]=[CH:19][CH:18]=[CH:17][CH:16]=1)(=[O:13])=[O:14]. Given the reactants [CH3:1][N:2]1[C:6]2[CH:7]=[CH:8][CH:9]=[CH:10][C:5]=2[N:4]=[C:3]1[NH:11][S:12]([C:15]1[CH:20]=[CH:19][CH:18]=[CH:17][CH:16]=1)(=[O:14])=[O:13].Br[CH2:22][C:23]1[CH:28]=[CH:27][CH:26]=[C:25]([C:29]([F:32])([F:31])[F:30])[CH:24]=1.C(=O)([O-])[O-].[K+].[K+], predict the reaction product.